From a dataset of Forward reaction prediction with 1.9M reactions from USPTO patents (1976-2016). Predict the product of the given reaction. (1) Given the reactants C([O:5][CH2:6][CH:7]1[N:11]([C:12]2[CH:19]=[CH:18][C:15]([C:16]#[N:17])=[C:14]([Cl:20])[CH:13]=2)[C:10](=[O:21])[C:9]([CH3:23])([CH3:22])[C:8]1=[O:24])(C)(C)C.FC(F)(F)C(O)=O.C(=O)([O-])O.[Na+], predict the reaction product. The product is: [Cl:20][C:14]1[CH:13]=[C:12]([N:11]2[CH:7]([CH2:6][OH:5])[C:8](=[O:24])[C:9]([CH3:22])([CH3:23])[C:10]2=[O:21])[CH:19]=[CH:18][C:15]=1[C:16]#[N:17]. (2) Given the reactants [C:1]([CH2:6][C:7]([O:9][CH3:10])=[O:8])(=[O:5])[CH:2]([CH3:4])[CH3:3].[F:11][C:12]1[CH:19]=[CH:18][C:15]([C:16]#[N:17])=[CH:14][CH:13]=1.[Sn](Cl)(Cl)(Cl)Cl.O, predict the reaction product. The product is: [NH2:17][C:16](=[C:6]([C:1](=[O:5])[CH:2]([CH3:4])[CH3:3])[C:7]([O:9][CH3:10])=[O:8])[C:15]1[CH:18]=[CH:19][C:12]([F:11])=[CH:13][CH:14]=1.